This data is from Reaction yield outcomes from USPTO patents with 853,638 reactions. The task is: Predict the reaction yield, written as a fraction of the theoretical maximum amount of product (1.0 means a 100% yield; for example, 0.34 means a 34% yield). (1) The reactants are [NH2:1][C:2]1[CH:7]=[C:6]([CH2:8][NH:9][C:10]2[CH:28]=[CH:27][CH:26]=[CH:25][C:11]=2[C:12]([NH:14][C:15]2[CH:20]=[CH:19][CH:18]=[C:17]([C:21]([F:24])([F:23])[F:22])[CH:16]=2)=[O:13])[CH:5]=[CH:4][N:3]=1.C(N(CC)CC)C.[C:36](Cl)(=[O:42])[CH2:37][CH2:38][C:39](Cl)=[O:40]. The catalyst is ClCCl. The product is [O:40]=[C:39]1[CH2:38][CH2:37][C:36](=[O:42])[N:1]1[C:2]1[CH:7]=[C:6]([CH2:8][NH:9][C:10]2[CH:28]=[CH:27][CH:26]=[CH:25][C:11]=2[C:12]([NH:14][C:15]2[CH:20]=[CH:19][CH:18]=[C:17]([C:21]([F:22])([F:24])[F:23])[CH:16]=2)=[O:13])[CH:5]=[CH:4][N:3]=1. The yield is 0.510. (2) The catalyst is C1(C)C=CC=CC=1. The reactants are [Cl:1][C:2]1[CH:10]=[CH:9][CH:8]=[C:7]2[C:3]=1[C:4]([C:11]([NH:13][CH2:14][CH:15]1[CH2:20][CH2:19][C:18]([F:22])([F:21])[CH2:17][CH2:16]1)=[O:12])=[CH:5][NH:6]2.[O:23]1[CH2:26][CH2:25][CH:24]1[CH2:27]O. The product is [Cl:1][C:2]1[CH:10]=[CH:9][CH:8]=[C:7]2[C:3]=1[C:4]([C:11]([NH:13][CH2:14][CH:15]1[CH2:20][CH2:19][C:18]([F:21])([F:22])[CH2:17][CH2:16]1)=[O:12])=[CH:5][N:6]2[CH2:27][CH:24]1[CH2:25][CH2:26][O:23]1. The yield is 0.430. (3) The reactants are Cl.[N:2]1[CH:7]=[CH:6][CH:5]=[CH:4][C:3]=1[N:8]([CH2:33][CH2:34][C:35]([O:37]CC)=[O:36])[C:9]([C:11]1[CH:32]=[CH:31][C:14]2[N:15]([CH3:30])[C:16]([CH2:18][N:19]([C:21]3[CH:26]=[CH:25][C:24]([C:27](=[NH:29])[NH2:28])=[CH:23][CH:22]=3)[CH3:20])=[N:17][C:13]=2[CH:12]=1)=[O:10].[OH-].[Na+]. No catalyst specified. The product is [N:2]1[CH:7]=[CH:6][CH:5]=[CH:4][C:3]=1[N:8]([CH2:33][CH2:34][C:35]([OH:37])=[O:36])[C:9]([C:11]1[CH:32]=[CH:31][C:14]2[N:15]([CH3:30])[C:16]([CH2:18][N:19]([C:21]3[CH:26]=[CH:25][C:24]([C:27](=[NH:28])[NH2:29])=[CH:23][CH:22]=3)[CH3:20])=[N:17][C:13]=2[CH:12]=1)=[O:10]. The yield is 0.660. (4) The reactants are [OH:1][CH:2]1[CH2:7][CH2:6][CH2:5][N:4]([C:8]2[N:9]=[C:10]3[CH:27]=[C:26]([O:28][CH2:29][C:30]4[S:31][CH:32]=[C:33]([CH:35]([CH3:37])[CH3:36])[N:34]=4)[CH:25]=[CH:24][N:11]3[C:12](=[O:23])[C:13]=2/[CH:14]=[CH:15]/[C:16]([O:18]C(C)(C)C)=[O:17])[CH2:3]1.Cl. The catalyst is O1CCOCC1. The product is [OH:1][CH:2]1[CH2:7][CH2:6][CH2:5][N:4]([C:8]2[N:9]=[C:10]3[CH:27]=[C:26]([O:28][CH2:29][C:30]4[S:31][CH:32]=[C:33]([CH:35]([CH3:37])[CH3:36])[N:34]=4)[CH:25]=[CH:24][N:11]3[C:12](=[O:23])[C:13]=2/[CH:14]=[CH:15]/[C:16]([OH:18])=[O:17])[CH2:3]1. The yield is 1.00. (5) The reactants are [Br:1][C:2]1[CH:3]=[C:4]([CH:8]=[C:9]([I:11])[CH:10]=1)[C:5]([OH:7])=O.[CH3:12][N:13]1[CH2:18][CH2:17][NH:16][CH2:15][CH2:14]1.CCN(C(C)C)C(C)C. The catalyst is S(Cl)(Cl)=O. The product is [Br:1][C:2]1[CH:3]=[C:4]([C:5]([N:16]2[CH2:17][CH2:18][N:13]([CH3:12])[CH2:14][CH2:15]2)=[O:7])[CH:8]=[C:9]([I:11])[CH:10]=1. The yield is 0.800. (6) The reactants are CC(OC(/N=[N:8]/[C:9](OC(C)C)=O)=O)C.[OH:15][C:16]1[CH:21]=[CH:20][C:19]([C:22]2[CH:27]=[CH:26][C:25]([NH:28][C:29]([C:31]3[CH:32]=[C:33]([C:39]4[CH:44]=[CH:43][CH:42]=[C:41]([O:45][CH3:46])[CH:40]=4)[C:34]([O:37][CH3:38])=[CH:35][CH:36]=3)=[O:30])=[CH:24][CH:23]=2)=[CH:18][CH:17]=1.[C:47]1(P(C2C=CC=CC=2)C2C=CC=CC=2)[CH:52]=CC=C[CH:48]=1.[CH2:66]1COCC1. No catalyst specified. The product is [CH3:66][N:8]([CH3:9])[CH2:48][CH2:47][CH2:52][O:15][C:16]1[CH:21]=[CH:20][C:19]([C:22]2[CH:23]=[CH:24][C:25]([NH:28][C:29]([C:31]3[CH:32]=[C:33]([C:39]4[CH:44]=[CH:43][CH:42]=[C:41]([O:45][CH3:46])[CH:40]=4)[C:34]([O:37][CH3:38])=[CH:35][CH:36]=3)=[O:30])=[CH:26][CH:27]=2)=[CH:18][CH:17]=1. The yield is 0.680. (7) The reactants are Br[C:2]1[CH:3]=[C:4]2[C:11](=[CH:12][C:13]=1[O:14][CH3:15])[C:7]1[NH:8][N:9]=[CH:10][C:6]=1[CH2:5]2.[Li]C1C=CC=CC=1.[Li]C(CC)C.CN([CH:31]=[O:32])C. The catalyst is C1COCC1. The product is [CH3:15][O:14][C:13]1[CH:12]=[C:11]2[C:4]([CH2:5][C:6]3[CH:10]=[N:9][NH:8][C:7]=32)=[CH:3][C:2]=1[CH:31]=[O:32]. The yield is 0.810.